This data is from NCI-60 drug combinations with 297,098 pairs across 59 cell lines. The task is: Regression. Given two drug SMILES strings and cell line genomic features, predict the synergy score measuring deviation from expected non-interaction effect. (1) Drug 1: CCCCCOC(=O)NC1=NC(=O)N(C=C1F)C2C(C(C(O2)C)O)O. Drug 2: CC1=C(C(=CC=C1)Cl)NC(=O)C2=CN=C(S2)NC3=CC(=NC(=N3)C)N4CCN(CC4)CCO. Cell line: SF-295. Synergy scores: CSS=1.28, Synergy_ZIP=0.864, Synergy_Bliss=3.16, Synergy_Loewe=-4.78, Synergy_HSA=-0.167. (2) Drug 1: CN1CCC(CC1)COC2=C(C=C3C(=C2)N=CN=C3NC4=C(C=C(C=C4)Br)F)OC. Drug 2: C1=NNC2=C1C(=O)NC=N2. Cell line: SK-OV-3. Synergy scores: CSS=19.7, Synergy_ZIP=-3.58, Synergy_Bliss=4.65, Synergy_Loewe=-14.3, Synergy_HSA=4.31.